Dataset: Catalyst prediction with 721,799 reactions and 888 catalyst types from USPTO. Task: Predict which catalyst facilitates the given reaction. (1) Reactant: [CH3:1][O:2][C:3]1[CH:4]=[CH:5][C:6]([O:12][CH2:13][CH:14]2[CH2:16][O:15]2)=[C:7](C(=O)C)[CH:8]=1.C1C=C(Cl)C=[C:19]([C:24]([O:26]O)=[O:25])C=1. Product: [C:24]([O:26][C:7]1[CH:8]=[C:3]([O:2][CH3:1])[CH:4]=[CH:5][C:6]=1[O:12][CH2:13][CH:14]1[CH2:16][O:15]1)(=[O:25])[CH3:19]. The catalyst class is: 2. (2) Reactant: [CH3:1][O:2][C:3](=[O:37])[C:4]1[CH:9]=[CH:8][C:7]([C:10]([C:17]2[N:26](S(C3C=CC=CC=3)(=O)=O)[C:20]3=[N:21][CH:22]=[C:23]([CH3:25])[CH:24]=[C:19]3[CH:18]=2)=[CH:11][CH:12]2[CH2:16][CH2:15][CH2:14][CH2:13]2)=[CH:6][C:5]=1[F:36].[F-].C([N+](CCCC)(CCCC)CCCC)CCC.O1CCCC1. Product: [CH3:1][O:2][C:3](=[O:37])[C:4]1[CH:9]=[CH:8][C:7]([C:10]([C:17]2[NH:26][C:20]3=[N:21][CH:22]=[C:23]([CH3:25])[CH:24]=[C:19]3[CH:18]=2)=[CH:11][CH:12]2[CH2:13][CH2:14][CH2:15][CH2:16]2)=[CH:6][C:5]=1[F:36]. The catalyst class is: 170.